Task: Binary Classification. Given a miRNA mature sequence and a target amino acid sequence, predict their likelihood of interaction.. Dataset: Experimentally validated miRNA-target interactions with 360,000+ pairs, plus equal number of negative samples (1) The miRNA is mmu-miR-466k with sequence UGUGUGUGUACAUGUACAUGUGA. The protein sequence of the target gene is MDFSRPSFSPWRWLTLVASLLTCGICQASGQIFISPDSLLGVEKYRTILTLENVPEDVLEYSWYRGKDNSTENMIFSYKPPNTRHPGPSYSGRENVTRAGSLVVRMSAVNDTGYYTVEVDTSNETQRATGWLQIVKLRSNPGISANTSALVEGMDSVVAKCLTNSSNISWYVNFVPTSGSNRMTISPDGKTLIIHRVSRYDHTLQCAIEDVPEILQKSELIQLTVAYGPDYVSLWTQPYFFAGVLTADIGSSVQLECNCFSKPEPRYHWIHNGSFLSIPENNMTLPSLSWEQMGSYRCVV.... Result: 1 (interaction). (2) Result: 1 (interaction). The miRNA is mmu-miR-19b-3p with sequence UGUGCAAAUCCAUGCAAAACUGA. The protein sequence of the target gene is MRPAFAVGLVFAGCCSNVIFLELLARTHPGCGNIVTFAQFLFIAVEGFLFEANLGRKPPAIPIRYYAIMVTMFFTVSVVNNYALNLNIAMPLHMIFRSGSLIANMILGIIILKKRYSMFKYTSIALVSAGIFICTFMSAKQVTVQTGLSDKDGFQAFAWWLLGIAALTFALLMSARMGIFQETLYRQFGKHSKEALFYNHALPLPGFIFLASDIYDHVVLFNKSELYQVPVIGVTMPVMWFYLLMNVVTQYVCIRGVFILTTECTSLTVTLVVTLRKFVSLIFSILYFQNQFTMWHWLGT.... (3) The miRNA is hsa-miR-9-3p with sequence AUAAAGCUAGAUAACCGAAAGU. The protein sequence of the target gene is MEEILRKLQKEASGSKYKAIKESCTWALETLGGLDTIVKIPPHVLREKCLLPLQLALESKNVKLAQHALAGMQKLLSEERFVSMETDSDEKQLLNQILNAVKVTPSLNEDLQVEVMKVLLCITYTPTFDLNGSAVLKIAEVCIETYISSCHQRSINTAVRATLSQMLSDLTLQLRQRQENTIIENPDVPQDFGNQGSTVESLCDDVVSVLTVLCEKLQAAINDSQQLQLLYLECILSVLSSSSSSMHLHRRFTDLIWKNLCPALIVILGNPIHDKTITSAHTSSTSTSLESDSASPGVSD.... Result: 0 (no interaction). (4) The miRNA is hsa-miR-6789-5p with sequence GUAGGGGCGUCCCGGGCGCGCGGG. The protein sequence of the target gene is MPLFTANPFEQDVEKATNEYNTTEDWSLIMDICDKVGSTPNGAKDCLKAIMKRVNHKVPHVALQALTLLGACVANCGKIFHLEVCSRDFATEVRAVIKNKAHPKVCEKLKSLMVEWSEEFQKDPQFSLISATIKSMKEEGITFPPAGSQTVSAAAKNGTSSNKNKEDEDIAKAIELSLQEQKQQHTETKSLYPSSEIQLNNKVARKVRALYDFEAVEDNELTFKHGEIIIVLDDSDANWWKGENHRGIGLFPSNFVTTNLNIETEAAAVDKLNVIDDDVEEIKKSEPEPVYIDEDKMDRA.... Result: 0 (no interaction). (5) The miRNA is hsa-miR-877-3p with sequence UCCUCUUCUCCCUCCUCCCAG. The protein sequence of the target gene is MGGCAGSRRRFSDSEGEETVPEPRLPLLDHQGAHWKNAVGFWLLGLCNNFSYVVMLSAAHDILSHKRTSGNQSHVDPGPTPIPHNSSSRFDCNSVSTAAVLLADILPTLVIKLLAPLGLHLLPYSPRVLVSGICAAGSFVLVAFSHSVGTSLCGVVFASISSGLGEVTFLSLTAFYPRAVISWWSSGTGGAGLLGALSYLGLTQAGLSPQQTLLSMLGIPALLLASYFLLLTSPEAQDPGGEEEAESAARQPLIRTEAPESKPGSSSSLSLRERWTVFKGLLWYIVPLVVVYFAEYFINQ.... Result: 1 (interaction).